This data is from Peptide-MHC class I binding affinity with 185,985 pairs from IEDB/IMGT. The task is: Regression. Given a peptide amino acid sequence and an MHC pseudo amino acid sequence, predict their binding affinity value. This is MHC class I binding data. (1) The peptide sequence is SYLIRALTL. The MHC is BoLA-AW10 with pseudo-sequence BoLA-AW10. The binding affinity (normalized) is 0.0903. (2) The peptide sequence is YFYMNKEEV. The MHC is H-2-Db with pseudo-sequence H-2-Db. The binding affinity (normalized) is 0.640.